From a dataset of Full USPTO retrosynthesis dataset with 1.9M reactions from patents (1976-2016). Predict the reactants needed to synthesize the given product. Given the product [CH3:1][C@@H:2]([O:5][C:6]1[N:7]=[CH:8][C:9]([C:12]([OH:14])=[O:13])=[N:10][CH:11]=1)[C:3]#[CH:4], predict the reactants needed to synthesize it. The reactants are: [CH3:1][C@H:2]([O:5][C:6]1[N:7]=[CH:8][C:9]([C:12]([OH:14])=[O:13])=[N:10][CH:11]=1)[C:3]#[CH:4].C[C@@H](O)C#C.ClC1N=CC(C(OC(C)(C)C)=O)=NC=1.